Task: Regression. Given a peptide amino acid sequence and an MHC pseudo amino acid sequence, predict their binding affinity value. This is MHC class I binding data.. Dataset: Peptide-MHC class I binding affinity with 185,985 pairs from IEDB/IMGT (1) The binding affinity (normalized) is 0.248. The peptide sequence is VPYCNYTRFW. The MHC is HLA-B35:01 with pseudo-sequence HLA-B35:01. (2) The peptide sequence is LQKVCYVPHF. The MHC is Mamu-A07 with pseudo-sequence Mamu-A07. The binding affinity (normalized) is 0. (3) The peptide sequence is RLHRLLLMR. The MHC is HLA-B57:01 with pseudo-sequence HLA-B57:01. The binding affinity (normalized) is 0.213. (4) The peptide sequence is ILGVFRRPF. The MHC is HLA-A68:02 with pseudo-sequence HLA-A68:02. The binding affinity (normalized) is 0.0847.